This data is from Full USPTO retrosynthesis dataset with 1.9M reactions from patents (1976-2016). The task is: Predict the reactants needed to synthesize the given product. (1) Given the product [NH2:24][C:21]1[CH:22]=[CH:23][C:18]([O:17][C:16]2[CH:15]=[CH:14][N:13]=[C:12]3[N:8]([CH2:7][C:6]4[CH:27]=[CH:28][C:3]([O:2][CH3:1])=[CH:4][CH:5]=4)[N:9]=[C:10]([NH:36][CH:33]4[CH2:34][CH2:35][N:30]([CH3:29])[CH2:31][CH2:32]4)[C:11]=23)=[C:19]([F:25])[CH:20]=1, predict the reactants needed to synthesize it. The reactants are: [CH3:1][O:2][C:3]1[CH:28]=[CH:27][C:6]([CH2:7][N:8]2[C:12]3=[N:13][CH:14]=[CH:15][C:16]([O:17][C:18]4[CH:23]=[CH:22][C:21]([NH2:24])=[CH:20][C:19]=4[F:25])=[C:11]3[C:10](I)=[N:9]2)=[CH:5][CH:4]=1.[CH3:29][N:30]1[CH2:35][CH2:34][CH:33]([NH2:36])[CH2:32][CH2:31]1.N1CCC[C@H]1C(O)=O.C([O-])([O-])=O.[K+].[K+]. (2) Given the product [CH3:9][NH:10][CH2:2][C:3]1[N:4]=[N:5][N:6]([CH3:8])[N:7]=1, predict the reactants needed to synthesize it. The reactants are: Cl[CH2:2][C:3]1[N:4]=[N:5][N:6]([CH3:8])[N:7]=1.[CH3:9][NH2:10]. (3) The reactants are: [Br:1][C:2]1[CH:3]=[C:4]2[C:12](=[CH:13][CH:14]=1)[N:11]([C:15]([O:17][C:18]([CH3:21])([CH3:20])[CH3:19])=[O:16])[C:10]1[CH2:9][CH2:8][CH:7]([CH3:22])[CH2:6][C:5]2=1. Given the product [Br:1][C:2]1[CH:14]=[CH:13][C:12]2[N:11]([C:15]([O:17][C:18]([CH3:21])([CH3:20])[CH3:19])=[O:16])[C:10]3[C:5]([C:4]=2[CH:3]=1)=[CH:6][C:7]([CH3:22])=[CH:8][CH:9]=3, predict the reactants needed to synthesize it. (4) Given the product [CH:10]([C:9]1[CH:12]=[CH:13][C:14]([O:16][CH2:17][C:18]2[C:19]([CH3:30])=[C:20]([C:24]3[CH:29]=[CH:28][CH:27]=[CH:26][CH:25]=3)[CH:21]=[CH:22][CH:23]=2)=[CH:15][C:8]=1[O:7][CH2:32][C:33]1[CH:34]=[N:35][CH:36]=[C:37]([CH:40]=1)[C:38]#[N:39])=[O:11], predict the reactants needed to synthesize it. The reactants are: C(=O)([O-])[O-].[Cs+].[Cs+].[OH:7][C:8]1[CH:15]=[C:14]([O:16][CH2:17][C:18]2[C:19]([CH3:30])=[C:20]([C:24]3[CH:29]=[CH:28][CH:27]=[CH:26][CH:25]=3)[CH:21]=[CH:22][CH:23]=2)[CH:13]=[CH:12][C:9]=1[CH:10]=[O:11].Cl[CH2:32][C:33]1[CH:34]=[N:35][CH:36]=[C:37]([CH:40]=1)[C:38]#[N:39].Cl. (5) The reactants are: C(OC([N:8](C(OC(C)(C)C)=O)[C:9]1[N:14]=[C:13]([CH2:15][C@H:16]2[C@@H:20]([O:21][CH2:22][CH2:23][NH:24][CH2:25][CH2:26][C:27]3[CH:32]=[CH:31][CH:30]=[C:29]([Cl:33])[CH:28]=3)[CH2:19][N:18](C(OC(C)(C)C)=O)[CH2:17]2)[CH:12]=[C:11]([CH3:41])[CH:10]=1)=O)(C)(C)C.Cl. Given the product [Cl:33][C:29]1[CH:28]=[C:27]([CH:32]=[CH:31][CH:30]=1)[CH2:26][CH2:25][NH:24][CH2:23][CH2:22][O:21][C@H:20]1[CH2:19][NH:18][CH2:17][C@H:16]1[CH2:15][C:13]1[N:14]=[C:9]([NH2:8])[CH:10]=[C:11]([CH3:41])[CH:12]=1, predict the reactants needed to synthesize it. (6) Given the product [CH2:17]([O:1][C:2]1[CH:6]=[C:5]([C:7]([O:9][CH3:10])=[O:8])[N:4]([C:11]2[CH:16]=[CH:15][CH:14]=[CH:13][CH:12]=2)[N:3]=1)[C:18]1[CH:23]=[CH:22][CH:21]=[CH:20][CH:19]=1, predict the reactants needed to synthesize it. The reactants are: [OH:1][C:2]1[CH:6]=[C:5]([C:7]([O:9][CH3:10])=[O:8])[N:4]([C:11]2[CH:16]=[CH:15][CH:14]=[CH:13][CH:12]=2)[N:3]=1.[CH2:17](Br)[C:18]1[CH:23]=[CH:22][CH:21]=[CH:20][CH:19]=1.C([O-])([O-])=O.[K+].[K+]. (7) Given the product [F:33][C:34]1[CH:39]=[CH:38][C:37]([NH:40][C:41]([N:14]2[CH2:15][CH2:16][CH2:17][CH:12]([C:6]3([CH2:18][C:19]4[CH:24]=[CH:23][CH:22]=[C:21]([Cl:25])[CH:20]=4)[C:5]4[C:9](=[CH:10][C:2]([Cl:1])=[CH:3][CH:4]=4)[NH:8][C:7]3=[O:11])[CH2:13]2)=[O:42])=[CH:36][CH:35]=1, predict the reactants needed to synthesize it. The reactants are: [Cl:1][C:2]1[CH:10]=[C:9]2[C:5]([C:6]([CH2:18][C:19]3[CH:24]=[CH:23][CH:22]=[C:21]([Cl:25])[CH:20]=3)([CH:12]3[CH2:17][CH2:16][CH2:15][NH:14][CH2:13]3)[C:7](=[O:11])[NH:8]2)=[CH:4][CH:3]=1.C(N(CC)CC)C.[F:33][C:34]1[CH:39]=[CH:38][C:37]([N:40]=[C:41]=[O:42])=[CH:36][CH:35]=1. (8) Given the product [N:5]1([CH2:4][CH2:3][O:11][C:12]2[CH:19]=[CH:18][C:15]([CH:16]=[O:17])=[CH:14][CH:13]=2)[CH2:10][CH2:9][O:8][CH2:7][CH2:6]1, predict the reactants needed to synthesize it. The reactants are: Cl.Cl[CH2:3][CH2:4][N:5]1[CH2:10][CH2:9][O:8][CH2:7][CH2:6]1.[OH:11][C:12]1[CH:19]=[CH:18][C:15]([CH:16]=[O:17])=[CH:14][CH:13]=1. (9) Given the product [Br:13][C:14]1[CH:15]=[C:16]([CH:20]=[CH:21][CH:22]=1)[CH2:17][CH2:18][NH:19][C:10](=[O:12])[CH2:9][NH:8][C:1](=[O:2])[O:3][C:4]([CH3:5])([CH3:6])[CH3:7], predict the reactants needed to synthesize it. The reactants are: [C:1]([NH:8][CH2:9][C:10]([OH:12])=O)([O:3][C:4]([CH3:7])([CH3:6])[CH3:5])=[O:2].[Br:13][C:14]1[CH:15]=[C:16]([CH:20]=[CH:21][CH:22]=1)[CH2:17][CH2:18][NH2:19].C(=O)([O-])O.[Na+].C(OCC)(=O)C.